From a dataset of Experimentally validated miRNA-target interactions with 360,000+ pairs, plus equal number of negative samples. Binary Classification. Given a miRNA mature sequence and a target amino acid sequence, predict their likelihood of interaction. (1) The miRNA is hsa-miR-6861-5p with sequence ACUGGGUAGGUGGGGCUCCAGG. The protein sequence of the target gene is MAENWKNCFEEELICPICLHVFVEPVQLPCKHNFCRGCIGEAWAKDSGLVRCPECNQAYNQKPGLEKNLKLTNIVEKFNALHVEKPPTALHCVFCRRGPPLPAQKVCLRCEAPCCQSHVQTHLQQPSTARGHLLVEADDVRAWSCPQHNAYRLYHCEAEQVAVCQYCCYYSGAHQGHSVCDVEIRRNEIRKMLMKQQERLEEREQDIEDQLYKLESDKRLVEEKVSQLKEEVRLQYEKLHQLLDEDLRQTVEVLDKAQAKFCSENAAQALHLGERMQEAKKLLGSLQRLFDKTEDVGFMK.... Result: 0 (no interaction). (2) The miRNA is hsa-miR-335-5p with sequence UCAAGAGCAAUAACGAAAAAUGU. The protein sequence of the target gene is MSEVRPLSRDILMETLLYEQLLEPPTMEVLGMTDSEEDLDPMEDFDSLECMEGSDALALRLACIGDEMDVSLRAPRLAQLSEVAMHSLGLAFIYDQTEDIRDVLRSFMDGFTTLKENIMRFWRSPNPGSWVSCEQVLLALLLLLALLLPLLSGGLHLLLK. Result: 1 (interaction). (3) The miRNA is hsa-miR-4689 with sequence UUGAGGAGACAUGGUGGGGGCC. The protein sequence of the target gene is MAAAAVAAAAAAAAAASLQVLEMESMETAAAGSAGLAAEVRGSGTVDFGPGPGISAMEASGGDPGPEAEDFECSSHCSELSWRQNEQRRQGLFCDITLCFGGAGGREFRAHRSVLAAATEYFTPLLSGQFSESRSGRVEMRKWSSEPGPEPDTVEAVIEYMYTGRIRVSTGSVHEVLELADRFLLIRLKEFCGEFLKKKLHLSNCVAIHSLAHMYTLSQLALKAADMIRRNFHKVIQDEEFYTLPFHLIRDWLSDLEITVDSEEVLFETVLKWVQRNAEERERYFEELFKLLRLSQMKPT.... Result: 1 (interaction). (4) The miRNA is hsa-miR-1260b with sequence AUCCCACCACUGCCACCAU. The protein sequence of the target gene is MAARSPPSPHPSPPARQLGPRSPRVGRGAEVHAMRSEASGFAGAAREVVADESDKIWVGEEGSGGRRGPGGAAPAHAPLLSAPMGSRRLEGISVEEAMVTRTQLLEEELSSLKEELALCQADKEFVWSLWKRLQVTNPDLTQVVSLVVEREKQKSEAKDRKVLEILQVKDAKIQEFEQRESVLKQEINDLVKRKIAVDEENAFLRKEFSDLEKKFKDKSQEIKDTKECVQNKEEQNRLVIKNLEEENKKLSTRCTDLLNDLEKLRKQEAHLRKEKYSTDAKIKTFEDNLIEARKEVEVSQ.... Result: 0 (no interaction).